From a dataset of Catalyst prediction with 721,799 reactions and 888 catalyst types from USPTO. Predict which catalyst facilitates the given reaction. (1) Reactant: [C:1]([NH:8][C@H:9]([CH2:17]O)[CH2:10][C:11]1[CH:16]=[CH:15][CH:14]=[CH:13][CH:12]=1)([O:3][C:4]([CH3:7])([CH3:6])[CH3:5])=[O:2].C1(P(C2C=CC=CC=2)C2C=CC=CC=2)C=CC=CC=1.[C:38]1(=[O:48])[NH:42][C:41](=[O:43])[C:40]2=[CH:44][CH:45]=[CH:46][CH:47]=[C:39]12.N(C(OC(C)C)=O)=NC(OC(C)C)=O. Product: [C:4]([O:3][C:1](=[O:2])[NH:8][C@H:9]([CH2:17][N:42]1[C:38](=[O:48])[C:39]2[C:40](=[CH:44][CH:45]=[CH:46][CH:47]=2)[C:41]1=[O:43])[CH2:10][C:11]1[CH:12]=[CH:13][CH:14]=[CH:15][CH:16]=1)([CH3:5])([CH3:6])[CH3:7]. The catalyst class is: 1. (2) Reactant: Br[C:2]1[C:9]([F:10])=[CH:8][CH:7]=[CH:6][C:3]=1[C:4]#[N:5].[NH:11]1[C:15](B(O)O)=[CH:14][CH:13]=[N:12]1.C([O-])(O)=O.[Na+]. Product: [F:10][C:9]1[C:2]([C:13]2[NH:12][N:11]=[CH:15][CH:14]=2)=[C:3]([CH:6]=[CH:7][CH:8]=1)[C:4]#[N:5]. The catalyst class is: 108. (3) Reactant: [F:1][C@H:2]1[CH2:19][C@@:17]2([CH3:18])[C@@H:13]([CH2:14][CH:15]=[C:16]2[C:20]2[CH:21]=[N:22][CH:23]=[C:24]([F:26])[CH:25]=2)[C@H:12]2[C@H:3]1[C:4]1[CH:5]=[CH:6][C:7]([C:27]([OH:29])=O)=[CH:8][C:9]=1[CH2:10][CH2:11]2.C(N1C=CN=C1)([N:32]1C=CN=C1)=O.Cl.N1C=CN=C1.N.Cl. Product: [F:1][C@H:2]1[CH2:19][C@@:17]2([CH3:18])[C@@H:13]([CH2:14][CH:15]=[C:16]2[C:20]2[CH:21]=[N:22][CH:23]=[C:24]([F:26])[CH:25]=2)[C@H:12]2[C@H:3]1[C:4]1[CH:5]=[CH:6][C:7]([C:27]([NH2:32])=[O:29])=[CH:8][C:9]=1[CH2:10][CH2:11]2. The catalyst class is: 504. (4) Reactant: [Br:1][C:2]1[CH:14]=[CH:13][C:12]2[C:11]3[C:6](=[CH:7][CH:8]=[CH:9][CH:10]=3)/[C:5](=[N:15]/O)/[C:4]=2[CH:3]=1.BrC1C=CC2C(C=1)=NC([OH:32])=C1C=2C=CC=C1. Product: [Br:1][C:2]1[CH:14]=[CH:13][C:12]2[C:4](=[C:5]([OH:32])[N:15]=[C:6]3[C:11]=2[CH:10]=[CH:9][CH:8]=[CH:7]3)[CH:3]=1. The catalyst class is: 6. (5) Reactant: FC(F)(F)C(O)=O.C(OC([NH:15][N:16]([C:30]1[CH:35]=[CH:34][C:33]([F:36])=[CH:32][C:31]=1[Cl:37])[C:17]([CH:19]1[C:24](=O)[C@:23]2([CH3:29])[C:26]([CH3:28])([CH3:27])[C@H:20]1[CH2:21][CH2:22]2)=[O:18])=O)(C)(C)C. Product: [Cl:37][C:31]1[CH:32]=[C:33]([F:36])[CH:34]=[CH:35][C:30]=1[N:16]1[C:17](=[O:18])[C:19]2[C@H:20]3[C:26]([CH3:27])([CH3:28])[C@:23]([CH3:29])([CH2:22][CH2:21]3)[C:24]=2[NH:15]1. The catalyst class is: 4. (6) Reactant: [Cl:1][C:2]1[C:3]([I:9])=[CH:4][C:5](F)=[N:6][CH:7]=1.[NH2:10][CH2:11][C:12]1([C:18]#[N:19])[CH2:17][CH2:16][O:15][CH2:14][CH2:13]1. Product: [Cl:1][C:2]1[C:3]([I:9])=[CH:4][C:5]([NH:19][CH2:18][C:12]2([C:11]#[N:10])[CH2:17][CH2:16][O:15][CH2:14][CH2:13]2)=[N:6][CH:7]=1. The catalyst class is: 16. (7) Reactant: [C:1]([O:5][C:6](=[O:31])[N:7]([C:16]1[S:17][CH:18]=[CH:19][C@:20]([C:23]2[CH:28]=[CH:27][CH:26]=[C:25]([F:29])[C:24]=2[F:30])([CH3:22])[N:21]=1)[CH2:8][O:9][CH2:10][CH2:11][Si:12]([CH3:15])([CH3:14])[CH3:13])([CH3:4])([CH3:3])[CH3:2].C([N-]C(C)C)(C)C.[Li+].Cl[C:41]([O:43][CH2:44][CH3:45])=[O:42]. Product: [C:1]([O:5][C:6]([N:7]([CH2:8][O:9][CH2:10][CH2:11][Si:12]([CH3:15])([CH3:14])[CH3:13])[C:16]1[S:17][C:18]([C:41]([O:43][CH2:44][CH3:45])=[O:42])=[CH:19][C@:20]([C:23]2[CH:28]=[CH:27][CH:26]=[C:25]([F:29])[C:24]=2[F:30])([CH3:22])[N:21]=1)=[O:31])([CH3:2])([CH3:3])[CH3:4]. The catalyst class is: 1.